Task: Predict the reaction yield, written as a fraction of the theoretical maximum amount of product (1.0 means a 100% yield; for example, 0.34 means a 34% yield).. Dataset: Reaction yield outcomes from USPTO patents with 853,638 reactions (1) The reactants are O[C:2]1C=[CH:10][C:5]([C:6]([O:8][CH3:9])=[O:7])=[CH:4][C:3]=1I.ClCI.C([Zn][CH2:19][CH3:20])C.[NH4+:21].[Cl-].[NH4+].[OH-:24]. The catalyst is ClCCCl.CCOC(C)=O. The product is [C:2]([C:3]1[CH:4]=[C:5]([CH:10]=[CH:19][C:20]=1[OH:24])[C:6]([O:8][CH3:9])=[O:7])#[N:21]. The yield is 0.300. (2) The reactants are [H-].[Na+].[Br:3][C:4]1[CH:5]=[C:6]2[C:10](=[CH:11][CH:12]=1)[NH:9][CH:8]=[CH:7]2.S(O[CH2:24][CH:25]1[CH2:29][CH2:28][N:27]([C:30]([O:32][CH2:33][C:34]2[CH:39]=[CH:38][CH:37]=[CH:36][CH:35]=2)=[O:31])[CH2:26]1)(C1C=CC(C)=CC=1)(=O)=O.C(OCC)(=O)C.CCCCCC. The catalyst is CN(C=O)C. The product is [Br:3][C:4]1[CH:5]=[C:6]2[C:10](=[CH:11][CH:12]=1)[N:9]([CH2:24][CH:25]1[CH2:29][CH2:28][N:27]([C:30]([O:32][CH2:33][C:34]3[CH:39]=[CH:38][CH:37]=[CH:36][CH:35]=3)=[O:31])[CH2:26]1)[CH:8]=[CH:7]2. The yield is 0.650. (3) The reactants are C(OC(=O)[NH:7][CH2:8][CH2:9][N:10]1[CH:14]=[C:13]([C:15](=[O:28])[NH:16][CH:17]([C:26]#[N:27])[C:18]2[CH:23]=[CH:22][C:21]([CH2:24][CH3:25])=[CH:20][CH:19]=2)[N:12]=[N:11]1)(C)(C)C.C(O)=O. No catalyst specified. The product is [C:26]([CH:17]([NH:16][C:15]([C:13]1[N:12]=[N:11][N:10]([CH2:9][CH2:8][NH2:7])[CH:14]=1)=[O:28])[C:18]1[CH:23]=[CH:22][C:21]([CH2:24][CH3:25])=[CH:20][CH:19]=1)#[N:27]. The yield is 0.910. (4) The reactants are [N+:1]([C:4]1[CH:5]=[C:6]([CH3:11])[C:7]([CH3:10])=[CH:8][CH:9]=1)([O-:3])=[O:2].C1C(=O)N(Br)C(=O)C1.C(OOC(=O)C1C=CC=CC=1)(=O)C1C=CC=CC=1.C([O-])([O-])=O.[Na+].[Na+].[CH2:44]([NH2:51])[C:45]1[CH:50]=[CH:49][CH:48]=[CH:47][CH:46]=1. The catalyst is CC(C)=O.O.C(Cl)(Cl)(Cl)Cl. The product is [CH2:44]([N:51]1[CH2:11][C:6]2[C:7](=[CH:8][CH:9]=[C:4]([N+:1]([O-:3])=[O:2])[CH:5]=2)[CH2:10]1)[C:45]1[CH:50]=[CH:49][CH:48]=[CH:47][CH:46]=1. The yield is 0.330. (5) The yield is 1.00. The catalyst is CCCCCCC.CCOC(C)=O. The product is [F:1][C:2]1[CH:3]=[CH:4][C:5]2[O:10][CH2:9][C:8](=[O:11])[N:7]([CH2:12][C@H:13]([CH3:16])[CH2:14][I:42])[C:6]=2[CH:17]=1. The reactants are [F:1][C:2]1[CH:3]=[CH:4][C:5]2[O:10][CH2:9][C:8](=[O:11])[N:7]([CH2:12][C@H:13]([CH3:16])[CH2:14]O)[C:6]=2[CH:17]=1.C1(P(C2C=CC=CC=2)C2C=CC=CC=2)C=CC=CC=1.N1C=CN=C1.[I:42]I. (6) The reactants are [CH2:1]([O:3][C:4]([C:6]1[CH:7]=[N:8][N:9]([C:11]2[N:15]([CH2:16][O:17][CH2:18][CH2:19][O:20][CH3:21])[C:14]3[CH:22]=[C:23]([Cl:37])[C:24]([S:26]SC4C=CC=CC=4[N+]([O-])=O)=[CH:25][C:13]=3[N:12]=2)[CH:10]=1)=[O:5])[CH3:2].[BH4-].[Na+]. The catalyst is CCO.O. The product is [CH2:1]([O:3][C:4]([C:6]1[CH:7]=[N:8][N:9]([C:11]2[N:15]([CH2:16][O:17][CH2:18][CH2:19][O:20][CH3:21])[C:14]3[CH:22]=[C:23]([Cl:37])[C:24]([SH:26])=[CH:25][C:13]=3[N:12]=2)[CH:10]=1)=[O:5])[CH3:2]. The yield is 0.480. (7) The reactants are [CH3:1][C:2]1[NH:3][C:4]2[N:5]([N:9]=[CH:10][C:11]=2[C:12]2[C:17]([CH3:18])=[CH:16][C:15]([CH3:19])=[CH:14][C:13]=2[CH3:20])[C:6](=O)[CH:7]=1.CCN(C1C=CC=CC=1)CC.O=P(Cl)(Cl)[Cl:34]. No catalyst specified. The product is [Cl:34][C:6]1[N:5]2[N:9]=[CH:10][C:11]([C:12]3[C:17]([CH3:18])=[CH:16][C:15]([CH3:19])=[CH:14][C:13]=3[CH3:20])=[C:4]2[N:3]=[C:2]([CH3:1])[CH:7]=1. The yield is 0.940. (8) The reactants are [NH2:1][C:2]1[C:3]([NH:9][C:10]2[CH:17]=[CH:16][C:13]([C:14]#[N:15])=[CH:12][CH:11]=2)=[CH:4][C:5]([Br:8])=[N:6][CH:7]=1.[CH2:18](OC(OCC)OCC)C. No catalyst specified. The product is [Br:8][C:5]1[N:6]=[CH:7][C:2]2[N:1]=[CH:18][N:9]([C:10]3[CH:17]=[CH:16][C:13]([C:14]#[N:15])=[CH:12][CH:11]=3)[C:3]=2[CH:4]=1. The yield is 0.480.